This data is from Forward reaction prediction with 1.9M reactions from USPTO patents (1976-2016). The task is: Predict the product of the given reaction. (1) Given the reactants [Li]N1C(C)(C)CCC[C:3]1(C)C.[CH3:12][O:13][C:14]1[C:23]2[C:18](=[C:19]([CH3:28])[C:20]([O:26][CH3:27])=[C:21]([O:24][CH3:25])[CH:22]=2)[CH:17]=[C:16]([C:29]([OH:31])=[O:30])[CH:15]=1.CI.O, predict the reaction product. The product is: [CH2:28]([C:19]1[C:20]([O:26][CH3:27])=[C:21]([O:24][CH3:25])[CH:22]=[C:23]2[C:18]=1[CH:17]=[C:16]([C:29]([OH:31])=[O:30])[CH:15]=[C:14]2[O:13][CH3:12])[CH3:3]. (2) Given the reactants [NH2:1][C:2]1[CH:7]=[C:6]([C:8]#[N:9])[CH:5]=[CH:4][C:3]=1[NH:10][CH:11]1[CH2:16][CH2:15][N:14]([C:17]([O:19][C:20]([CH3:23])([CH3:22])[CH3:21])=[O:18])[CH2:13][CH2:12]1.[O:24]1CCC[CH2:25]1, predict the reaction product. The product is: [C:8]([C:6]1[CH:5]=[CH:4][C:3]2[N:10]([CH:11]3[CH2:12][CH2:13][N:14]([C:17]([O:19][C:20]([CH3:23])([CH3:22])[CH3:21])=[O:18])[CH2:15][CH2:16]3)[C:25](=[O:24])[NH:1][C:2]=2[CH:7]=1)#[N:9]. (3) Given the reactants [Na].[CH2:2]([O:4][C:5]1[CH:26]=[CH:25][CH:24]=[CH:23][C:6]=1[C:7]([NH:9][C:10]1[C:11]([CH2:20][CH2:21][CH3:22])=[N:12][N:13]([CH2:18][CH3:19])[C:14]=1[C:15]([NH2:17])=[O:16])=O)[CH3:3], predict the reaction product. The product is: [CH2:2]([O:4][C:5]1[CH:26]=[CH:25][CH:24]=[CH:23][C:6]=1[C:7]1[NH:17][C:15](=[O:16])[C:14]2[N:13]([CH2:18][CH3:19])[N:12]=[C:11]([CH2:20][CH2:21][CH3:22])[C:10]=2[N:9]=1)[CH3:3]. (4) Given the reactants O1[C:5]2([CH2:10][CH2:9][N:8]([CH2:11][C:12]([CH3:15])([SH:14])[CH3:13])[CH2:7][CH2:6]2)[O:4]CC1.Cl.C([O-])([O-])=O.[Na+].[Na+], predict the reaction product. The product is: [CH3:15][C:12]([SH:14])([CH3:13])[CH2:11][N:8]1[CH2:9][CH2:10][C:5](=[O:4])[CH2:6][CH2:7]1. (5) Given the reactants [NH2:1][C:2]1[CH:3]=[C:4]([CH2:11][N:12]2[C@H:17]([CH3:18])[CH2:16][N:15]([C:19]([O:21][C:22]([CH3:25])([CH3:24])[CH3:23])=[O:20])[C@@H:14]([CH3:26])[CH2:13]2)[C:5]2[O:9][CH:8]=[CH:7][C:6]=2[CH:10]=1.[CH3:27][C:28]1[CH:33]=[CH:32][CH:31]=[CH:30][C:29]=1[S:34](Cl)(=[O:36])=[O:35], predict the reaction product. The product is: [CH3:26][C@H:14]1[CH2:13][N:12]([CH2:11][C:4]2[C:5]3[O:9][CH:8]=[CH:7][C:6]=3[CH:10]=[C:2]([NH:1][S:34]([C:29]3[CH:30]=[CH:31][CH:32]=[CH:33][C:28]=3[CH3:27])(=[O:36])=[O:35])[CH:3]=2)[C@H:17]([CH3:18])[CH2:16][N:15]1[C:19]([O:21][C:22]([CH3:24])([CH3:23])[CH3:25])=[O:20]. (6) Given the reactants [Cl-].[CH3:2][N:3]1[CH:7]=[C:6]([C:8]2[C:12]([CH3:13])=[C:11]([NH:14][C:15]([O:17]C3C=CC=CC=3)=O)[N:10]([C:24]3[CH:29]=[CH:28][CH:27]=[CH:26][CH:25]=3)[N:9]=2)[N+:5](C(OC2C=CC=CC=2)=O)=[CH:4]1.Cl.Cl.[S:41]1[CH:45]=[C:44]([CH2:46][N:47]2[CH2:51][C@@H:50]([C:52]3[CH:57]=[CH:56][C:55]([F:58])=[C:54]([F:59])[CH:53]=3)[C@H:49]([NH2:60])[CH2:48]2)[N:43]=[N:42]1, predict the reaction product. The product is: [S:41]1[CH:45]=[C:44]([CH2:46][N:47]2[CH2:51][C@@H:50]([C:52]3[CH:57]=[CH:56][C:55]([F:58])=[C:54]([F:59])[CH:53]=3)[C@H:49]([NH:60][C:15]([NH:14][C:11]3[N:10]([C:24]4[CH:25]=[CH:26][CH:27]=[CH:28][CH:29]=4)[N:9]=[C:8]([C:6]4[N:5]=[CH:4][N:3]([CH3:2])[CH:7]=4)[C:12]=3[CH3:13])=[O:17])[CH2:48]2)[N:43]=[N:42]1. (7) Given the reactants [Cl:1][C:2]1[CH:7]=[CH:6][C:5](I)=[C:4]([O:9][CH2:10][C:11]([CH3:13])=[CH2:12])[CH:3]=1.C([O-])=O.[Na+].CCN(CC)CC, predict the reaction product. The product is: [Cl:1][C:2]1[CH:7]=[CH:6][C:5]2[C:11]([CH3:13])([CH3:12])[CH2:10][O:9][C:4]=2[CH:3]=1.